Dataset: Forward reaction prediction with 1.9M reactions from USPTO patents (1976-2016). Task: Predict the product of the given reaction. (1) The product is: [Cl:1][C:2]1[CH:3]=[CH:4][C:5]([C:21]([F:24])([F:22])[F:23])=[C:6]([C:8]2[CH:13]=[CH:12][N:11]([CH:14]([CH2:27][C:28]3[CH:33]=[CH:32][N:31]=[CH:30][CH:29]=3)[C:15]([O:17][CH2:18][CH3:19])=[O:16])[C:10](=[O:20])[CH:9]=2)[CH:7]=1. Given the reactants [Cl:1][C:2]1[CH:3]=[CH:4][C:5]([C:21]([F:24])([F:23])[F:22])=[C:6]([C:8]2[CH:13]=[CH:12][N:11]([CH2:14][C:15]([O:17][CH2:18][CH3:19])=[O:16])[C:10](=[O:20])[CH:9]=2)[CH:7]=1.Br.Br[CH2:27][C:28]1[CH:33]=[CH:32][N:31]=[CH:30][CH:29]=1, predict the reaction product. (2) The product is: [O:31]1[C:30]2[CH:34]=[CH:35][C:27]([C:24]3([C:22]([NH:21][C:18]4[CH:19]=[CH:20][C:15]([CH:6]([C:7]5[CH:12]=[CH:11][CH:10]=[CH:9][C:8]=5[O:13][CH3:14])[N:36]5[CH2:41][CH2:40][O:39][CH2:38][CH2:37]5)=[CH:16][N:17]=4)=[O:23])[CH2:26][CH2:25]3)=[CH:28][C:29]=2[O:33][CH2:32]1. Given the reactants CS(O[CH:6]([C:15]1[CH:16]=[N:17][C:18]([NH:21][C:22]([C:24]2([C:27]3[CH:35]=[CH:34][C:30]4[O:31][CH2:32][O:33][C:29]=4[CH:28]=3)[CH2:26][CH2:25]2)=[O:23])=[CH:19][CH:20]=1)[C:7]1[CH:12]=[CH:11][CH:10]=[CH:9][C:8]=1[O:13][CH3:14])(=O)=O.[NH:36]1[CH2:41][CH2:40][O:39][CH2:38][CH2:37]1.O1C2C=CC(C3(C(NC4C=CC(C(N(C)C)C5C=CC=CC=5OC)=CN=4)=O)CC3)=CC=2OC1, predict the reaction product. (3) The product is: [CH:14]1([C:12]([C:6]2[CH:7]=[N:8][C:9]3[C:4]([C:5]=2[N:17]2[CH2:18][CH2:19][CH:20]([CH2:23][N:24]4[CH2:25][CH2:26][CH2:27][CH2:28]4)[CH2:21][CH2:22]2)=[CH:3][C:2]([C:37]2[CH:42]=[CH:41][C:40]([OH:43])=[C:39]([O:44][C:45]([F:46])([F:48])[F:47])[CH:38]=2)=[CH:11][CH:10]=3)=[O:13])[CH2:16][CH2:15]1. Given the reactants Br[C:2]1[CH:3]=[C:4]2[C:9](=[CH:10][CH:11]=1)[N:8]=[CH:7][C:6]([C:12]([CH:14]1[CH2:16][CH2:15]1)=[O:13])=[C:5]2[N:17]1[CH2:22][CH2:21][CH:20]([CH2:23][N:24]2[CH2:28][CH2:27][CH2:26][CH2:25]2)[CH2:19][CH2:18]1.CC1(C)C(C)(C)OB([C:37]2[CH:42]=[CH:41][C:40]([OH:43])=[C:39]([O:44][C:45]([F:48])([F:47])[F:46])[CH:38]=2)O1, predict the reaction product. (4) Given the reactants CN(C)CCN(C)C.C([Li])(CC)C.C(=O)=O.CC(C)=O.[Cl:21][C:22]1[CH:27]=[CH:26][C:25]([CH3:28])=[C:24]([F:29])[CH:23]=1.[Cl:30]C(Cl)(Cl)C(Cl)(Cl)Cl.Cl, predict the reaction product. The product is: [Cl:21][C:22]1[CH:27]=[CH:26][C:25]([CH3:28])=[C:24]([F:29])[C:23]=1[Cl:30]. (5) Given the reactants C(OC(=O)C[S:6]C)C.[NH2:9][C:10]1[CH:30]=[CH:29][C:13]([CH2:14][N:15]2[N:20]=[C:19]([C:21]3[CH:26]=[CH:25][C:24]([Cl:27])=[CH:23][CH:22]=3)[CH2:18][O:17][C:16]2=[O:28])=[CH:12][CH:11]=1.[C:31]([O:35]Cl)(C)(C)C.C(N([CH2:42][CH3:43])CC)C.Cl, predict the reaction product. The product is: [Cl:27][C:24]1[CH:25]=[CH:26][C:21]([C:19]2[CH2:18][O:17][C:16](=[O:28])[N:15]([CH2:14][C:13]3[CH:29]=[C:30]4[C:10](=[CH:11][CH:12]=3)[N:9]([SH:6])[C:31](=[O:35])[CH:42]4[CH3:43])[N:20]=2)=[CH:22][CH:23]=1. (6) Given the reactants [CH:1](NC(C)C)(C)C.C([Li])CCC.[N:13]1([C:23]([O:25][C:26]([CH3:29])([CH3:28])[CH3:27])=[O:24])[CH2:18][CH2:17][CH:16]([C:19]([O:21][CH3:22])=[O:20])[CH2:15][CH2:14]1.IC, predict the reaction product. The product is: [CH3:1][C:16]1([C:19]([O:21][CH3:22])=[O:20])[CH2:15][CH2:14][N:13]([C:23]([O:25][C:26]([CH3:29])([CH3:28])[CH3:27])=[O:24])[CH2:18][CH2:17]1.